Dataset: M1 muscarinic receptor antagonist screen with 61,756 compounds. Task: Binary Classification. Given a drug SMILES string, predict its activity (active/inactive) in a high-throughput screening assay against a specified biological target. (1) The molecule is O=C(NC1CCCCC1)C1(N(c2ccccc2)C(=O)CCC(=O)Nc2noc(c2)C)CCCC1. The result is 0 (inactive). (2) The drug is s1c(C2N(c3c(C(=O)N2C)cccc3)C)ccc1. The result is 0 (inactive). (3) The compound is S1C(Cc2c(C1)c(N1CCOCC1)nc1sc3c([nH]cnc3=O)c21)(C)C. The result is 0 (inactive). (4) The compound is o1c(c2onc(n2)c2ncccc2)ccc1. The result is 0 (inactive). (5) The compound is O1C(CC(OC(=O)c2ccc(OCC(C)C)cc2)C(C1)CN(C)C)(C)C. The result is 0 (inactive). (6) The compound is O(CCNCC#CCOc1ccc(OC)cc1)C. The result is 0 (inactive).